Dataset: Reaction yield outcomes from USPTO patents with 853,638 reactions. Task: Predict the reaction yield, written as a fraction of the theoretical maximum amount of product (1.0 means a 100% yield; for example, 0.34 means a 34% yield). (1) The reactants are FC(F)(F)S(O[CH2:7][C:8]([F:29])([F:28])[CH2:9][O:10][Si:11]([C:24]([CH3:27])([CH3:26])[CH3:25])([C:18]1[CH:23]=[CH:22][CH:21]=[CH:20][CH:19]=1)[C:12]1[CH:17]=[CH:16][CH:15]=[CH:14][CH:13]=1)(=O)=O.CCN(C(C)C)C(C)C.[F:41][C:42]1[CH:43]=[C:44]2[C:48](=[CH:49][CH:50]=1)[NH:47][CH:46]=[C:45]2[CH2:51][CH:52]([NH2:54])[CH3:53]. The catalyst is O1CCOCC1.CCOC(C)=O. The product is [C:24]([Si:11]([C:18]1[CH:19]=[CH:20][CH:21]=[CH:22][CH:23]=1)([C:12]1[CH:17]=[CH:16][CH:15]=[CH:14][CH:13]=1)[O:10][CH2:9][C:8]([F:29])([F:28])[CH2:7][NH:54][CH:52]([CH3:53])[CH2:51][C:45]1[C:44]2[C:48](=[CH:49][CH:50]=[C:42]([F:41])[CH:43]=2)[NH:47][CH:46]=1)([CH3:25])([CH3:26])[CH3:27]. The yield is 0.960. (2) The reactants are [N+:1]([C:4]1[CH:9]=[CH:8][CH:7]=[CH:6][C:5]=1[CH2:10][C:11](=[O:15])[C:12]([OH:14])=O)([O-:3])=[O:2].CCN=C=NCCCN(C)C.ON1C2C=CC=CC=2N=N1.[NH2:37][C:38]12[C:56](=[O:57])[C:55]3[C:50](=[CH:51][CH:52]=[CH:53][CH:54]=3)[C:39]1([OH:58])[O:40][C:41]1[CH:46]=[C:45]([CH:47]([CH3:49])[CH3:48])[CH:44]=[CH:43][C:42]=12. The catalyst is CN(C=O)C.C(Cl)Cl.O. The product is [OH:58][C:39]12[C:50]3[C:55](=[CH:54][CH:53]=[CH:52][CH:51]=3)[C:56](=[O:57])[C:38]1([NH:37][C:12](=[O:14])[C:11](=[O:15])[CH2:10][C:5]1[CH:6]=[CH:7][CH:8]=[CH:9][C:4]=1[N+:1]([O-:3])=[O:2])[C:42]1[CH:43]=[CH:44][C:45]([CH:47]([CH3:49])[CH3:48])=[CH:46][C:41]=1[O:40]2. The yield is 0.240.